From a dataset of Catalyst prediction with 721,799 reactions and 888 catalyst types from USPTO. Predict which catalyst facilitates the given reaction. (1) Reactant: [N+:1]([C:4]1[CH:19]=[CH:18][CH:17]=[CH:16][C:5]=1[C:6]([NH:8][C:9]1[C:10]([Cl:15])=[N:11][CH:12]=[CH:13][CH:14]=1)=[O:7])([O-])=O.O.[OH-].[Na+]. Product: [NH2:1][C:4]1[CH:19]=[CH:18][CH:17]=[CH:16][C:5]=1[C:6]([NH:8][C:9]1[C:10]([Cl:15])=[N:11][CH:12]=[CH:13][CH:14]=1)=[O:7]. The catalyst class is: 8. (2) Reactant: [CH2:1]([O:8][C@H:9]1[CH2:13][N:12]([C:14]([O:16][C:17]([CH3:20])([CH3:19])[CH3:18])=[O:15])[C@H:11]([CH2:21][OH:22])[CH2:10]1)[C:2]1[CH:7]=[CH:6][CH:5]=[CH:4][CH:3]=1.CCN(CC)CC.CCOCC. Product: [CH2:1]([O:8][C@H:9]1[CH2:13][N:12]([C:14]([O:16][C:17]([CH3:18])([CH3:19])[CH3:20])=[O:15])[C@H:11]([CH:21]=[O:22])[CH2:10]1)[C:2]1[CH:7]=[CH:6][CH:5]=[CH:4][CH:3]=1. The catalyst class is: 16. (3) Reactant: C([O:5][CH:6]([O:10][C:11]([CH3:14])([CH3:13])[CH3:12])N(C)C)(C)(C)C.[F:15][C:16]([F:27])([F:26])[C:17]([N:19]1[CH2:22][CH:21](C(O)=O)[CH2:20]1)=[O:18].C1COCC1. Product: [F:15][C:16]([F:27])([F:26])[C:17]([N:19]1[CH2:22][CH:21]([C:6]([O:10][C:11]([CH3:12])([CH3:13])[CH3:14])=[O:5])[CH2:20]1)=[O:18]. The catalyst class is: 11.